From a dataset of Reaction yield outcomes from USPTO patents with 853,638 reactions. Predict the reaction yield, written as a fraction of the theoretical maximum amount of product (1.0 means a 100% yield; for example, 0.34 means a 34% yield). (1) The reactants are [CH3:1][C:2]1[N:3]=[C:4]([NH:12][C:13](=[O:15])[CH3:14])[S:5][C:6]=1[C:7]1[CH:8]=[N:9][NH:10][CH:11]=1.C(N1C=C(C2S[C:31]([NH:33][C:34](=[O:36])C)=[N:30][C:29]=2[CH3:37])C=N1)C1C=CC=CC=1.C(N1C=CN=C1)(N1C=CN=C1)=O.C(N(CC)CC)C. The catalyst is C(Cl)Cl.CN(C=O)C. The product is [N:33]1([C:34]([N:10]2[CH:11]=[C:7]([C:6]3[S:5][C:4]([NH:12][C:13](=[O:15])[CH3:14])=[N:3][C:2]=3[CH3:1])[CH:8]=[N:9]2)=[O:36])[CH:37]=[CH:29][N:30]=[CH:31]1. The yield is 0.580. (2) The reactants are [ClH:1].[F:2][C:3]1[CH:4]=[CH:5][C:6]([CH2:9][O:10][C:11]2[CH:16]=[CH:15][N:14]([C:17]3[CH:18]=[CH:19][C:20]4[C:29]5[CH2:28][CH2:27][N:26](C(OC(C)(C)C)=O)[CH2:25][CH2:24][C:23]=5[N:22]([CH3:37])[C:21]=4[N:38]=3)[C:13](=[O:39])[CH:12]=2)=[N:7][CH:8]=1. The catalyst is CO.CCOCC. The product is [ClH:1].[F:2][C:3]1[CH:4]=[CH:5][C:6]([CH2:9][O:10][C:11]2[CH:16]=[CH:15][N:14]([C:17]3[CH:18]=[CH:19][C:20]4[C:29]5[CH2:28][CH2:27][NH:26][CH2:25][CH2:24][C:23]=5[N:22]([CH3:37])[C:21]=4[N:38]=3)[C:13](=[O:39])[CH:12]=2)=[N:7][CH:8]=1. The yield is 0.920. (3) The catalyst is C(Cl)Cl. The reactants are [CH3:1][S:2](Cl)(=[O:4])=[O:3].[CH3:6][C:7]1[N:11]([CH:12]([CH3:14])[CH3:13])[C:10]([C:15]2[CH:20]=[CH:19][N:18]=[C:17]([NH:21][CH:22]3[CH2:27][CH2:26][CH:25]([NH2:28])[CH2:24][CH2:23]3)[N:16]=2)=[CH:9][N:8]=1.C(N(CC)CC)C.N. The yield is 0.170. The product is [CH3:6][C:7]1[N:11]([CH:12]([CH3:14])[CH3:13])[C:10]([C:15]2[CH:20]=[CH:19][N:18]=[C:17]([NH:21][CH:22]3[CH2:23][CH2:24][CH:25]([NH:28][S:2]([CH3:1])(=[O:4])=[O:3])[CH2:26][CH2:27]3)[N:16]=2)=[CH:9][N:8]=1. (4) The reactants are [CH3:1][O:2][C:3]1[N:8]=[C:7]([O:9][CH:10]2[CH2:27][CH:26]3[CH:12]([C:13](=[O:33])[N:14]([CH3:32])[CH2:15][CH2:16][CH2:17][CH2:18][CH:19]=[CH:20][CH:21]4[C:23]([C:29](O)=[O:30])([NH:24][C:25]3=[O:28])[CH2:22]4)[CH2:11]2)[CH:6]=[C:5]([C:34]2[CH:39]=[CH:38][CH:37]=[C:36]([O:40][CH3:41])[CH:35]=2)[N:4]=1.[CH3:42][C:43]1([S:46]([NH2:49])(=[O:48])=[O:47])[CH2:45][CH2:44]1. No catalyst specified. The product is [CH3:1][O:2][C:3]1[N:8]=[C:7]([O:9][CH:10]2[CH2:27][CH:26]3[CH:12]([C:13](=[O:33])[N:14]([CH3:32])[CH2:15][CH2:16][CH2:17][CH2:18][CH:19]=[CH:20][CH:21]4[C:23]([C:29]([NH:49][S:46]([C:43]5([CH3:42])[CH2:45][CH2:44]5)(=[O:48])=[O:47])=[O:30])([NH:24][C:25]3=[O:28])[CH2:22]4)[CH2:11]2)[CH:6]=[C:5]([C:34]2[CH:39]=[CH:38][CH:37]=[C:36]([O:40][CH3:41])[CH:35]=2)[N:4]=1. The yield is 0.500. (5) The reactants are [I-].[CH3:2][S+](C)(C)=O.[H-].[Na+].[CH2:9]([O:16][C:17]1[CH:22]=[CH:21][C:20](/[CH:23]=[CH:24]/[C:25]([O:27][CH2:28][CH3:29])=[O:26])=[CH:19][CH:18]=1)[C:10]1[CH:15]=[CH:14][CH:13]=[CH:12][CH:11]=1. The catalyst is CS(C)=O. The product is [CH2:9]([O:16][C:17]1[CH:18]=[CH:19][C:20]([C@@H:23]2[CH2:2][C@H:24]2[C:25]([O:27][CH2:28][CH3:29])=[O:26])=[CH:21][CH:22]=1)[C:10]1[CH:11]=[CH:12][CH:13]=[CH:14][CH:15]=1. The yield is 0.586. (6) The reactants are [Cl:1][C:2]1[CH:3]=[CH:4][C:5]([F:19])=[C:6]([CH:18]=1)[C:7]([NH:9][N:10]1[CH:14]=[CH:13][CH:12]=[C:11]1[C:15]([NH2:17])=[O:16])=O. The catalyst is [OH-].[NH4+]. The product is [Cl:1][C:2]1[CH:3]=[CH:4][C:5]([F:19])=[C:6]([C:7]2[NH:17][C:15](=[O:16])[C:11]3=[CH:12][CH:13]=[CH:14][N:10]3[N:9]=2)[CH:18]=1. The yield is 0.480. (7) The reactants are [CH2:1]([O:3][C:4]([CH:6]1[CH2:15][C:14]2[C:9](=[CH:10][CH:11]=[CH:12][CH:13]=2)[CH2:8][NH:7]1)=[O:5])[CH3:2].[O:16]([C:23]1[CH:24]=[C:25]([CH:29]=[CH:30][CH:31]=1)[C:26](O)=[O:27])[C:17]1[CH:22]=[CH:21][CH:20]=[CH:19][CH:18]=1.Cl.CN(C)CCCN=C=NCC. The catalyst is C(Cl)(Cl)Cl. The product is [CH2:1]([O:3][C:4]([CH:6]1[CH2:15][C:14]2[C:9](=[CH:10][CH:11]=[CH:12][CH:13]=2)[CH2:8][N:7]1[C:26](=[O:27])[C:25]1[CH:29]=[CH:30][CH:31]=[C:23]([O:16][C:17]2[CH:18]=[CH:19][CH:20]=[CH:21][CH:22]=2)[CH:24]=1)=[O:5])[CH3:2]. The yield is 0.990.